From a dataset of Full USPTO retrosynthesis dataset with 1.9M reactions from patents (1976-2016). Predict the reactants needed to synthesize the given product. (1) Given the product [CH3:30][S:31]([O:20][CH:7]1[CH2:8][CH2:9][CH:10]([O:11][CH2:12][CH2:13][C:14]2[CH:19]=[CH:18][CH:17]=[CH:16][CH:15]=2)[CH:5]([F:4])[CH2:6]1)(=[O:33])=[O:32], predict the reactants needed to synthesize it. The reactants are: C(Cl)Cl.[F:4][CH:5]1[CH:10]([O:11][CH2:12][CH2:13][C:14]2[CH:19]=[CH:18][CH:17]=[CH:16][CH:15]=2)[CH2:9][CH2:8][CH:7]([OH:20])[CH2:6]1.C(N(CC)C(C)C)(C)C.[CH3:30][S:31](Cl)(=[O:33])=[O:32]. (2) Given the product [CH3:9][O:8][C:4]1[CH:3]=[C:2]([CH:7]=[CH:6][CH:5]=1)[CH:20]([OH:21])[C:10]1[C:19]2[C:14](=[CH:15][CH:16]=[CH:17][CH:18]=2)[CH:13]=[CH:12][CH:11]=1, predict the reactants needed to synthesize it. The reactants are: Br[C:2]1[CH:3]=[C:4]([O:8][CH3:9])[CH:5]=[CH:6][CH:7]=1.[C:10]1([CH:20]=[O:21])[C:19]2[C:14](=[CH:15][CH:16]=[CH:17][CH:18]=2)[CH:13]=[CH:12][CH:11]=1. (3) Given the product [CH2:11]([O:10][C:8]([C:2]1([NH:1][C:26]([O:28][CH:29]2[CH2:31][CH2:38][O:33][CH2:34][CH2:32]2)=[O:27])[CH2:7][CH2:6][CH2:5][CH2:4][CH2:3]1)=[O:9])[C:12]1[CH:13]=[CH:14][CH:15]=[CH:16][CH:17]=1, predict the reactants needed to synthesize it. The reactants are: [NH2:1][C:2]1([C:8]([O:10][CH2:11][C:12]2[CH:17]=[CH:16][CH:15]=[CH:14][CH:13]=2)=[O:9])[CH2:7][CH2:6][CH2:5][CH2:4][CH2:3]1.[C:26](O[C:26]([O:28][C:29]([CH3:32])([CH3:31])C)=[O:27])([O:28][C:29](C)([CH3:32])[CH3:31])=[O:27].[O:33]1[CH2:38]CC(O)C[CH2:34]1.C(N(CC)C(C)C)(C)C. (4) Given the product [CH2:11]([O:10][C:8](=[O:9])[CH3:15])[CH3:12].[C:8]([CH:15]([CH2:31][CH2:32][NH:33][CH2:34][CH2:35][CH2:36][CH2:37][NH:38][CH2:39][CH2:40][CH2:41][NH2:42])[N:16]([C:17]([O:19][C:20]([CH3:21])([CH3:22])[CH3:23])=[O:18])[C:24]([O:26][C:27]([CH3:29])([CH3:30])[CH3:28])=[O:25])([O:10][C:11]([CH3:14])([CH3:13])[CH3:12])=[O:9], predict the reactants needed to synthesize it. The reactants are: C(N(CC)CC)C.[C:8]([CH:15]([CH2:31][CH2:32][NH:33][CH2:34][CH2:35][CH2:36][CH2:37][NH:38][CH2:39][CH2:40][CH2:41][NH2:42])[N:16]([C:24]([O:26][C:27]([CH3:30])([CH3:29])[CH3:28])=[O:25])[C:17]([O:19][C:20]([CH3:23])([CH3:22])[CH3:21])=[O:18])([O:10][C:11]([CH3:14])([CH3:13])[CH3:12])=[O:9].BrCC(OCC)=O.[Na+].[Cl-]. (5) Given the product [CH3:26][C:23]1[CH:24]=[CH:25][C:20](/[N:19]=[C:8]2/[C:7](=[O:16])[N:6]([C:3]3[CH:4]=[CH:5][S:1][CH:2]=3)[C:14]3[C:9]/2=[CH:10][CH:11]=[CH:12][CH:13]=3)=[CH:21][CH:22]=1, predict the reactants needed to synthesize it. The reactants are: [S:1]1[CH:5]=[CH:4][C:3]([N:6]2[C:14]3[C:9](=[CH:10][CH:11]=[CH:12][CH:13]=3)[C:8](=O)[C:7]2=[O:16])=[CH:2]1.CO.[NH2:19][C:20]1[CH:25]=[CH:24][C:23]([CH3:26])=[CH:22][CH:21]=1. (6) Given the product [Cl:14][C:11]1[N:10]=[N:9][C:8]([C:6]2[O:7][C:1]([CH3:2])=[N:4][N:5]=2)=[CH:13][CH:12]=1, predict the reactants needed to synthesize it. The reactants are: [C:1]([NH:4][NH:5][C:6]([C:8]1[N:9]=[N:10][C:11]([Cl:14])=[CH:12][CH:13]=1)=[O:7])(=O)[CH3:2].CC[N+](S(N=C(OC)[O-])(=O)=O)(CC)CC.OP([O-])(O)=O.[K+]. (7) Given the product [NH2:1][C:2]1[C:3]([C:9]([O:11][CH3:12])=[O:10])=[N:4][C:5]([C:18]2[CH:17]=[CH:16][CH:15]=[C:14]([Br:13])[CH:19]=2)=[CH:6][N:7]=1, predict the reactants needed to synthesize it. The reactants are: [NH2:1][C:2]1[C:3]([C:9]([O:11][CH3:12])=[O:10])=[N:4][C:5](Br)=[CH:6][N:7]=1.[Br:13][C:14]1[CH:15]=[C:16](B(O)O)[CH:17]=[CH:18][CH:19]=1. (8) Given the product [C:18]([O:17][C:12]1[C:13]([Cl:16])=[N:14][CH:15]=[C:10]([C:7]2[CH:8]=[CH:9][C:4]3[N:3]=[CH:2][S:1][C:5]=3[CH:6]=2)[CH:11]=1)(=[O:20])[CH3:19], predict the reactants needed to synthesize it. The reactants are: [S:1]1[C:5]2[CH:6]=[C:7]([C:10]3[CH:11]=[C:12]([OH:17])[C:13]([Cl:16])=[N:14][CH:15]=3)[CH:8]=[CH:9][C:4]=2[N:3]=[CH:2]1.[C:18](OC(=O)C)(=[O:20])[CH3:19]. (9) Given the product [CH3:30][S:31]([C:34]1[CH:35]=[C:36]([NH:40][C:27]([C:26]2[CH:25]=[N:24][N:17]3[C:18]([C:20]([F:22])([F:23])[F:21])=[CH:19][C:14]([C:6]4[CH:7]=[CH:8][C:9]([C:10]([F:11])([F:13])[F:12])=[C:4]([O:3][CH2:1][CH3:2])[CH:5]=4)=[N:15][C:16]=23)=[O:29])[CH:37]=[CH:38][CH:39]=1)(=[O:32])=[O:33], predict the reactants needed to synthesize it. The reactants are: [CH2:1]([O:3][C:4]1[CH:5]=[C:6]([C:14]2[CH:19]=[C:18]([C:20]([F:23])([F:22])[F:21])[N:17]3[N:24]=[CH:25][C:26]([C:27]([OH:29])=O)=[C:16]3[N:15]=2)[CH:7]=[CH:8][C:9]=1[C:10]([F:13])([F:12])[F:11])[CH3:2].[CH3:30][S:31]([C:34]1[CH:35]=[C:36]([NH2:40])[CH:37]=[CH:38][CH:39]=1)(=[O:33])=[O:32].Cl. (10) The reactants are: CCN(C(C)C)C(C)C.[NH2:10][C:11]1([C:17]([NH:19][C@H:20]([C:24]2[CH:29]=[CH:28][C:27]([Cl:30])=[CH:26][CH:25]=2)[CH2:21][CH2:22][OH:23])=[O:18])[CH2:16][CH2:15][NH:14][CH2:13][CH2:12]1.Cl[C:32]1[N:40]=[CH:39][N:38]=[C:37]2[C:33]=1[N:34]=[CH:35][NH:36]2. Given the product [NH2:10][C:11]1([C:17]([NH:19][C@H:20]([C:24]2[CH:29]=[CH:28][C:27]([Cl:30])=[CH:26][CH:25]=2)[CH2:21][CH2:22][OH:23])=[O:18])[CH2:16][CH2:15][N:14]([C:32]2[N:40]=[CH:39][N:38]=[C:37]3[C:33]=2[N:34]=[CH:35][NH:36]3)[CH2:13][CH2:12]1, predict the reactants needed to synthesize it.